Dataset: Reaction yield outcomes from USPTO patents with 853,638 reactions. Task: Predict the reaction yield, written as a fraction of the theoretical maximum amount of product (1.0 means a 100% yield; for example, 0.34 means a 34% yield). The catalyst is CN(C)C=O. The reactants are [OH:1][C:2]1[CH:7]=[CH:6][C:5]2[C:8]3([CH2:18][O:19][C:4]=2[CH:3]=1)[C:16]1[C:11](=[CH:12][CH:13]=[CH:14][CH:15]=1)[NH:10][C:9]3=[O:17].N1C=CN=C1.[CH:25]([Si:28](Cl)([CH:32]([CH3:34])[CH3:33])[CH:29]([CH3:31])[CH3:30])([CH3:27])[CH3:26]. The product is [CH3:26][CH:25]([Si:28]([CH:32]([CH3:34])[CH3:33])([CH:29]([CH3:31])[CH3:30])[O:1][C:2]1[CH:7]=[CH:6][C:5]2[C:8]3([CH2:18][O:19][C:4]=2[CH:3]=1)[C:16]1[C:11](=[CH:12][CH:13]=[CH:14][CH:15]=1)[NH:10][C:9]3=[O:17])[CH3:27]. The yield is 0.690.